This data is from Reaction yield outcomes from USPTO patents with 853,638 reactions. The task is: Predict the reaction yield, written as a fraction of the theoretical maximum amount of product (1.0 means a 100% yield; for example, 0.34 means a 34% yield). (1) The reactants are [C:1]([O:5][C:6]([NH:8][C:9]1[S:10][C:11]2[CH:17]=[C:16]([C:18]([OH:20])=O)[CH:15]=[CH:14][C:12]=2[N:13]=1)=[O:7])([CH3:4])([CH3:3])[CH3:2].[NH:21]1[CH2:25][CH2:24][CH2:23][CH2:22]1.C(Cl)CCl.CCN(C(C)C)C(C)C. The catalyst is O1CCCC1.ClCCl.O. The product is [N:21]1([C:18]([C:16]2[CH:15]=[CH:14][C:12]3[N:13]=[C:9]([NH:8][C:6](=[O:7])[O:5][C:1]([CH3:2])([CH3:3])[CH3:4])[S:10][C:11]=3[CH:17]=2)=[O:20])[CH2:25][CH2:24][CH2:23][CH2:22]1. The yield is 0.920. (2) The reactants are [Cl:1][C:2]1[C:15]2[C:14](=[O:16])[C:13]3[C:8](=[C:9](Cl)[CH:10]=[CH:11][CH:12]=3)[C:7](=O)[C:6]=2[CH:5]=[CH:4][CH:3]=1.O.[NH2:20][NH2:21]. The catalyst is N1C=CC=CC=1. The product is [Cl:1][C:2]1[CH:3]=[CH:4][CH:5]=[C:6]2[C:15]=1[C:14](=[O:16])[C:13]1[C:8]3[C:7]2=[N:21][NH:20][C:9]=3[CH:10]=[CH:11][CH:12]=1. The yield is 0.850. (3) The reactants are Cl[C:2]1[N:7]=[C:6]([Cl:8])[N:5]=[C:4]([C:9]2[CH:14]=[C:13]([Cl:15])[CH:12]=[CH:11][C:10]=2[CH3:16])[N:3]=1.[NH2:17][C:18]1[CH:19]=[C:20]2[C:24](=[CH:25][CH:26]=1)[NH:23][N:22]=[CH:21]2. No catalyst specified. The product is [Cl:8][C:6]1[N:5]=[C:4]([C:9]2[CH:14]=[C:13]([Cl:15])[CH:12]=[CH:11][C:10]=2[CH3:16])[N:3]=[C:2]([NH:17][C:18]2[CH:19]=[C:20]3[C:24](=[CH:25][CH:26]=2)[NH:23][N:22]=[CH:21]3)[N:7]=1. The yield is 0.0700.